Dataset: Reaction yield outcomes from USPTO patents with 853,638 reactions. Task: Predict the reaction yield, written as a fraction of the theoretical maximum amount of product (1.0 means a 100% yield; for example, 0.34 means a 34% yield). (1) The reactants are [I-].C[S+](C)(C)=O.[CH3:7]C(C)([O-])C.[K+].[C:13]([C:16]1[CH:25]=[CH:24][C:23]2[C:18](=[CH:19][CH:20]=[C:21]([C:26]([O:28][CH3:29])=[O:27])[CH:22]=2)[N:17]=1)([CH3:15])=[CH2:14]. The catalyst is CS(C)=O.C1COCC1.C1COCC1. The product is [CH3:14][C:13]1([C:16]2[CH:25]=[CH:24][C:23]3[C:18](=[CH:19][CH:20]=[C:21]([C:26]([O:28][CH3:29])=[O:27])[CH:22]=3)[N:17]=2)[CH2:7][CH2:15]1. The yield is 0.680. (2) No catalyst specified. The yield is 0.0900. The reactants are Cl[C:2]1[CH:7]=[CH:6][N:5]=[C:4]2[CH:8]=[C:9]([C:11]3[N:12]([CH3:16])[CH:13]=[CH:14][N:15]=3)[S:10][C:3]=12.FC1C=C([N+]([O-])=O)C=CC=1OC1C=CN=C2C=C(C3SC=CN=3)SC=12.[CH3:42][O:43][C:44]1[CH:45]=[C:46]([OH:53])[CH:47]=[CH:48][C:49]=1[N+:50]([O-:52])=[O:51]. The product is [CH3:42][O:43][C:44]1[CH:45]=[C:46]([CH:47]=[CH:48][C:49]=1[N+:50]([O-:52])=[O:51])[O:53][C:2]1[CH:7]=[CH:6][N:5]=[C:4]2[CH:8]=[C:9]([C:11]3[N:12]([CH3:16])[CH:13]=[CH:14][N:15]=3)[S:10][C:3]=12. (3) The reactants are [F:1][C:2]1[CH:10]=[C:9]([F:11])[CH:8]=[CH:7][C:3]=1[C:4]([OH:6])=[O:5].[I:12]N1C(=O)CCC1=O.S([O-])([O-])=O.[Na+].[Na+]. The catalyst is S(=O)(=O)(O)O. The product is [F:1][C:2]1[CH:10]=[C:9]([F:11])[C:8]([I:12])=[CH:7][C:3]=1[C:4]([OH:6])=[O:5]. The yield is 0.730.